From a dataset of Forward reaction prediction with 1.9M reactions from USPTO patents (1976-2016). Predict the product of the given reaction. (1) The product is: [Cl:1][C:2]1[CH:3]=[CH:4][CH:5]=[C:6]2[C:11]=1[N:10]=[N:9][C:8]([C:12]1[CH:13]=[CH:14][CH:15]=[CH:16][CH:17]=1)=[C:7]2[C:18]1[CH:19]=[C:20]([NH:24][CH2:28][C:27]2[CH:30]=[C:31]([CH3:34])[CH:32]=[CH:33][C:26]=2[CH3:25])[CH:21]=[CH:22][CH:23]=1. Given the reactants [Cl:1][C:2]1[CH:3]=[CH:4][CH:5]=[C:6]2[C:11]=1[N:10]=[N:9][C:8]([C:12]1[CH:17]=[CH:16][CH:15]=[CH:14][CH:13]=1)=[C:7]2[C:18]1[CH:19]=[C:20]([NH2:24])[CH:21]=[CH:22][CH:23]=1.[CH3:25][C:26]1[CH:33]=[CH:32][C:31]([CH3:34])=[CH:30][C:27]=1[CH:28]=O, predict the reaction product. (2) Given the reactants [Br:1][CH2:2][C:3]1[CH:8]=[CH:7][C:6]([S:9]([CH3:12])(=[O:11])=[O:10])=[C:5](F)[CH:4]=1.[Cl:14]C1C=C(C=CC=1F)C=O, predict the reaction product. The product is: [Br:1][CH2:2][C:3]1[CH:8]=[CH:7][C:6]([S:9]([CH3:12])(=[O:11])=[O:10])=[C:5]([Cl:14])[CH:4]=1. (3) Given the reactants C(C1(COC2C(C3CC3)=CC(C(O)=O)=C(F)C=2)C2CC3CC(CC1C3)C2)#N.[CH:28]1([C:31]2[C:32]([O:41][CH2:42][C:43]34[C:49]([F:51])([F:50])[CH:48]3[CH2:47][CH2:46][CH2:45][CH2:44]4)=[CH:33][C:34]([F:40])=[C:35]([CH:39]=2)[C:36]([OH:38])=O)[CH2:30][CH2:29]1.CS(N)(=O)=O.[CH:57]1([S:60]([NH2:63])(=[O:62])=[O:61])[CH2:59][CH2:58]1, predict the reaction product. The product is: [CH:28]1([C:31]2[C:32]([O:41][CH2:42][C:43]34[C:49]([F:51])([F:50])[CH:48]3[CH2:47][CH2:46][CH2:45][CH2:44]4)=[CH:33][C:34]([F:40])=[C:35]([CH:39]=2)[C:36]([NH:63][S:60]([CH:57]2[CH2:59][CH2:58]2)(=[O:62])=[O:61])=[O:38])[CH2:30][CH2:29]1. (4) Given the reactants [Li+].[OH-].[CH3:3][O:4][C:5]1[CH:6]=[CH:7][C:8]2[NH:14][C:13](=[O:15])[N:12]([CH:16]3[CH2:21][CH2:20][N:19]([C:22]([O:24][C@@H:25]([C:39]([O:41]CC)=[O:40])[CH2:26][C:27]4[CH:32]=[C:31]([C:33]([F:36])([F:35])[F:34])[C:30]([NH2:37])=[C:29]([Cl:38])[CH:28]=4)=[O:23])[CH2:18][CH2:17]3)[CH2:11][CH2:10][C:9]=2[CH:44]=1.Cl, predict the reaction product. The product is: [CH3:3][O:4][C:5]1[CH:6]=[CH:7][C:8]2[NH:14][C:13](=[O:15])[N:12]([CH:16]3[CH2:21][CH2:20][N:19]([C:22]([O:24][C@@H:25]([C:39]([OH:41])=[O:40])[CH2:26][C:27]4[CH:32]=[C:31]([C:33]([F:35])([F:36])[F:34])[C:30]([NH2:37])=[C:29]([Cl:38])[CH:28]=4)=[O:23])[CH2:18][CH2:17]3)[CH2:11][CH2:10][C:9]=2[CH:44]=1. (5) Given the reactants Cl[CH:2]([CH:13]1[CH2:18][CH2:17][CH2:16][CH2:15][CH2:14]1)[C:3]1[S:4][C:5]2[CH:12]=[CH:11][CH:10]=[CH:9][C:6]=2[C:7]=1[CH3:8].[NH2:19][C:20]1[CH:21]=[CH:22][C:23]([C:26]([O:28][CH3:29])=[O:27])=[N:24][CH:25]=1.[I-].[Na+].C(=O)([O-])[O-].[Na+].[Na+].[Cl-].[NH4+], predict the reaction product. The product is: [CH:13]1([CH:2]([NH:19][C:20]2[CH:21]=[CH:22][C:23]([C:26]([O:28][CH3:29])=[O:27])=[N:24][CH:25]=2)[C:3]2[S:4][C:5]3[CH:12]=[CH:11][CH:10]=[CH:9][C:6]=3[C:7]=2[CH3:8])[CH2:18][CH2:17][CH2:16][CH2:15][CH2:14]1.